Dataset: Peptide-MHC class I binding affinity with 185,985 pairs from IEDB/IMGT. Task: Regression. Given a peptide amino acid sequence and an MHC pseudo amino acid sequence, predict their binding affinity value. This is MHC class I binding data. (1) The peptide sequence is NFFHASLAY. The MHC is HLA-A02:19 with pseudo-sequence HLA-A02:19. The binding affinity (normalized) is 0.0847. (2) The peptide sequence is YQLGDYFFV. The MHC is HLA-A02:11 with pseudo-sequence HLA-A02:11. The binding affinity (normalized) is 1.00. (3) The peptide sequence is LQYNTFLQY. The MHC is HLA-A23:01 with pseudo-sequence HLA-A23:01. The binding affinity (normalized) is 0.0847.